Dataset: Reaction yield outcomes from USPTO patents with 853,638 reactions. Task: Predict the reaction yield, written as a fraction of the theoretical maximum amount of product (1.0 means a 100% yield; for example, 0.34 means a 34% yield). (1) The reactants are [C:1]([N:4]1[C:13]2[C:8](=[CH:9][C:10]([Br:14])=[CH:11][CH:12]=2)[N:7]([C:15]([O:17][CH:18]([CH3:20])[CH3:19])=[O:16])[CH2:6][C@@H:5]1[CH3:21])(=[O:3])[CH3:2].[N+:22]([O-])([OH:24])=[O:23]. The catalyst is C(O)(=O)C. The product is [C:1]([N:4]1[C:13]2[C:8](=[CH:9][C:10]([Br:14])=[C:11]([N+:22]([O-:24])=[O:23])[CH:12]=2)[N:7]([C:15]([O:17][CH:18]([CH3:20])[CH3:19])=[O:16])[CH2:6][C@@H:5]1[CH3:21])(=[O:3])[CH3:2]. The yield is 0.990. (2) The reactants are C(NC(C)C)(C)C.C([Li])CCC.[F:13][C:14]1[C:15]([C:21]#[N:22])=[N:16][CH:17]=[C:18]([F:20])[CH:19]=1.[I:23]I.C(=O)=O.CC(C)=O. The catalyst is C1COCC1. The product is [F:13][C:14]1[C:15]([C:21]#[N:22])=[N:16][CH:17]=[C:18]([F:20])[C:19]=1[I:23]. The yield is 0.210. (3) The catalyst is C(Cl)Cl. The reactants are [CH:1]1[CH:2]=[CH:3][C:4]2[C:11](=[O:12])[CH:10]=[CH:9][C:7](=[O:8])[C:5]=2[CH:6]=1. The yield is 0.890. The product is [C:7]1(=[O:8])[C:5]2[C:4](=[CH:3][CH:2]=[CH:1][CH:6]=2)[C:11](=[O:12])[CH2:10][CH2:9]1. (4) The reactants are C([O:3][C:4](=[O:29])[CH:5]([C:27]#[N:28])[CH2:6][C:7]1[CH:12]=[CH:11][C:10]([O:13][CH2:14][CH2:15][C:16]2[CH:21]=[CH:20][C:19]([O:22][S:23]([CH3:26])(=[O:25])=[O:24])=[CH:18][CH:17]=2)=[CH:9][CH:8]=1)C.O.[OH-].[Li+].CO. The catalyst is O.O1CCCC1. The product is [C:27]([CH:5]([CH2:6][C:7]1[CH:8]=[CH:9][C:10]([O:13][CH2:14][CH2:15][C:16]2[CH:21]=[CH:20][C:19]([O:22][S:23]([CH3:26])(=[O:25])=[O:24])=[CH:18][CH:17]=2)=[CH:11][CH:12]=1)[C:4]([OH:29])=[O:3])#[N:28]. The yield is 0.670. (5) The reactants are Cl[C:2]1[C:9]([N+:10]([O-:12])=[O:11])=[CH:8][CH:7]=[C:6]([Cl:13])[C:3]=1[C:4]#[N:5].[NH3:14]. The catalyst is CCO. The product is [NH2:14][C:2]1[C:9]([N+:10]([O-:12])=[O:11])=[CH:8][CH:7]=[C:6]([Cl:13])[C:3]=1[C:4]#[N:5]. The yield is 0.680. (6) The product is [OH:8][CH2:7][CH2:6][CH2:5][CH2:4][CH2:3][CH2:2][NH:1][C:14](=[O:15])[O:13][C:10]([CH3:12])([CH3:11])[CH3:9]. The yield is 0.870. The reactants are [NH2:1][CH2:2][CH2:3][CH2:4][CH2:5][CH2:6][CH2:7][OH:8].[CH3:9][C:10]([O:13][C:14](O[C:14]([O:13][C:10]([CH3:12])([CH3:11])[CH3:9])=[O:15])=[O:15])([CH3:12])[CH3:11]. The catalyst is C(Cl)Cl. (7) The reactants are [NH2:1][CH2:2][C:3]1[CH:28]=[CH:27][CH:26]=[CH:25][C:4]=1[CH2:5][O:6][C:7]1[N:12]=[CH:11][N:10]([CH2:13][C:14]2[CH:19]=[CH:18][C:17]([O:20][CH3:21])=[CH:16][CH:15]=2)[C:9](=[O:22])[C:8]=1[CH2:23][CH3:24].C(C1C=C(NC(NCC2C=CC=CC=2COC2N=CN(CC3C=CC(OC)=CC=3)C(=O)C=2CC)=O)N(C2C=CC(C)=CC=2)N=1)(C)(C)C.C(N(CC)CC)C.C(C1C=C(NC(=O)OC2C=CC([N+]([O-])=O)=CC=2)N(C2C=CC=C(OC)C=2)N=1)(C)(C)C.BrC1C(=O)N(CC2C=CC(OC)=CC=2)C(C)=CC=1OCC1C=CC=CC=1CN[C:126]([NH:128][C:129]1[N:133]([C:134]2[CH:139]=[CH:138][CH:137]=[C:136]([F:140])[CH:135]=2)[N:132]=[C:131]([C:141]([CH3:144])([CH3:143])[CH3:142])[CH:130]=1)=[O:127]. The catalyst is C(Cl)Cl. The product is [C:141]([C:131]1[CH:130]=[C:129]([NH:128][C:126]([NH:1][CH2:2][C:3]2[CH:28]=[CH:27][CH:26]=[CH:25][C:4]=2[CH2:5][O:6][C:7]2[N:12]=[CH:11][N:10]([CH2:13][C:14]3[CH:19]=[CH:18][C:17]([O:20][CH3:21])=[CH:16][CH:15]=3)[C:9](=[O:22])[C:8]=2[CH2:23][CH3:24])=[O:127])[N:133]([C:134]2[CH:139]=[CH:138][CH:137]=[C:136]([F:140])[CH:135]=2)[N:132]=1)([CH3:144])([CH3:142])[CH3:143]. The yield is 0.560.